From a dataset of Catalyst prediction with 721,799 reactions and 888 catalyst types from USPTO. Predict which catalyst facilitates the given reaction. Reactant: C[O:2][C:3]([C:5]1[CH2:6][N:7]([C:33]([O:35][C:36]([CH3:39])([CH3:38])[CH3:37])=[O:34])[CH2:8][CH2:9][C:10]=1[C:11]1[CH:32]=[CH:31][C:14]2[C:15]3[N:19]([CH2:20][CH2:21][O:22][C:13]=2[CH:12]=1)[CH:18]=[C:17]([C:23]1[N:24]([CH:28]([CH3:30])[CH3:29])[N:25]=[CH:26][N:27]=1)[N:16]=3)=[O:4].O.[OH-].[Li+]. Product: [C:36]([O:35][C:33]([N:7]1[CH2:8][CH2:9][C:10]([C:11]2[CH:32]=[CH:31][C:14]3[C:15]4[N:19]([CH2:20][CH2:21][O:22][C:13]=3[CH:12]=2)[CH:18]=[C:17]([C:23]2[N:24]([CH:28]([CH3:30])[CH3:29])[N:25]=[CH:26][N:27]=2)[N:16]=4)=[C:5]([C:3]([OH:4])=[O:2])[CH2:6]1)=[O:34])([CH3:38])([CH3:39])[CH3:37]. The catalyst class is: 20.